Dataset: Forward reaction prediction with 1.9M reactions from USPTO patents (1976-2016). Task: Predict the product of the given reaction. (1) Given the reactants [C:1]([C:5]1[C:10](Cl)=[C:9](C#N)[CH:8]=[CH:7][N:6]=1)([CH3:4])([CH3:3])[CH3:2].[C:14]1([NH2:21])[CH:19]=[CH:18][CH:17]=[CH:16][C:15]=1[NH2:20].O.[C:23]1(C)C=CC(S(O)(=O)=O)=CC=1.[ClH:34], predict the reaction product. The product is: [Cl:34][C:9]1[CH:10]=[C:5]([C:1]([CH3:2])([CH3:3])[CH3:4])[N:6]=[CH:7][C:8]=1[C:23]1[NH:20][C:15]2[CH:16]=[CH:17][CH:18]=[CH:19][C:14]=2[N:21]=1. (2) Given the reactants [N+:1]([C:4]1[CH:5]=[N:6][C:7]([NH2:10])=[N:8][CH:9]=1)([O-:3])=[O:2].C([O-])([O-])=O.[Cs+].[Cs+].CC1(C)C2C(=C(P(C3C=CC=CC=3)C3C=CC=CC=3)C=CC=2)OC2C(P(C3C=CC=CC=3)C3C=CC=CC=3)=CC=CC1=2.Br[C:60]1[CH:61]=[C:62]([S:66]([NH:69][CH2:70][CH2:71][N:72]([CH3:74])[CH3:73])(=[O:68])=[O:67])[CH:63]=[CH:64][CH:65]=1, predict the reaction product. The product is: [CH3:73][N:72]([CH3:74])[CH2:71][CH2:70][NH:69][S:66]([C:62]1[CH:63]=[CH:64][CH:65]=[C:60]([NH:10][C:7]2[N:8]=[CH:9][C:4]([N+:1]([O-:3])=[O:2])=[CH:5][N:6]=2)[CH:61]=1)(=[O:67])=[O:68]. (3) The product is: [CH3:1][N:2]1[CH2:7][CH2:6][C:5]([C:8]2[CH:13]=[CH:12][CH:11]=[CH:10][CH:9]=2)([C:14]#[N:15])[CH2:4][CH2:3]1. Given the reactants [CH3:1][N:2]1[CH2:7][CH2:6][C:5]([CH2:14][N:15]2CCNCC2)([C:8]2[CH:13]=[CH:12][CH:11]=[CH:10][CH:9]=2)[CH2:4][CH2:3]1.C1(C(N=C=O)C2C=CC=CC=2)C=CC=CC=1, predict the reaction product. (4) The product is: [ClH:34].[F:8][C:6]1[CH:5]=[C:4]([S:9]([C:12]2[CH:13]=[C:14]3[C:18](=[CH:19][CH:20]=2)[N:17]([CH:21]2[CH2:26][CH2:25][NH:24][CH2:23][CH2:22]2)[CH2:16][CH2:15]3)(=[O:11])=[O:10])[CH:3]=[C:2]([F:1])[CH:7]=1. Given the reactants [F:1][C:2]1[CH:3]=[C:4]([S:9]([C:12]2[CH:13]=[C:14]3[C:18](=[CH:19][CH:20]=2)[N:17]([CH:21]2[CH2:26][CH2:25][N:24](C(OC(C)(C)C)=O)[CH2:23][CH2:22]2)[CH2:16][CH2:15]3)(=[O:11])=[O:10])[CH:5]=[C:6]([F:8])[CH:7]=1.[ClH:34].Cl.FC1C=C(S(C2C=C3C(=CC=2)N(C2CCNCC2)CC3)(=O)=O)C=CC=1, predict the reaction product. (5) Given the reactants [N:1]1[CH:6]=[C:5]([NH2:7])[C:4]([NH2:8])=[C:3]([NH2:9])[CH:2]=1.[C:10]([C:14]1[CH:21]=[CH:20][C:17]([CH:18]=O)=[CH:16][CH:15]=1)([CH3:13])([CH3:12])[CH3:11], predict the reaction product. The product is: [C:10]([C:14]1[CH:15]=[CH:16][C:17]([C:18]2[NH:8][C:4]3[C:5]([NH2:7])=[CH:6][N:1]=[CH:2][C:3]=3[N:9]=2)=[CH:20][CH:21]=1)([CH3:13])([CH3:12])[CH3:11]. (6) Given the reactants CN(C)CCO.[Li]CCCC.[N:12]1[CH:17]=[CH:16][CH:15]=[CH:14][C:13]=1[N:18]1[CH2:23][CH2:22][O:21][CH2:20][CH2:19]1.[CH2:24]([Sn:28](Cl)([CH2:33][CH2:34][CH2:35][CH3:36])[CH2:29][CH2:30][CH2:31][CH3:32])[CH2:25][CH2:26][CH3:27], predict the reaction product. The product is: [CH2:33]([Sn:28]([CH2:24][CH2:25][CH2:26][CH3:27])([CH2:29][CH2:30][CH2:31][CH3:32])[C:17]1[N:12]=[C:13]([N:18]2[CH2:19][CH2:20][O:21][CH2:22][CH2:23]2)[CH:14]=[CH:15][CH:16]=1)[CH2:34][CH2:35][CH3:36]. (7) Given the reactants C([O:8][C:9]1[CH:14]=[CH:13][C:12]([C:15]2[S:19][C:18]([C:20]([O:22][CH3:23])=[O:21])=[CH:17][CH:16]=2)=[CH:11][C:10]=1[C:24]#[N:25])C1C=CC=CC=1.CC1C(C)=C(C)C(C)=C(C)C=1, predict the reaction product. The product is: [C:24]([C:10]1[CH:11]=[C:12]([C:15]2[S:19][C:18]([C:20]([O:22][CH3:23])=[O:21])=[CH:17][CH:16]=2)[CH:13]=[CH:14][C:9]=1[OH:8])#[N:25]. (8) Given the reactants Cl[CH2:2][C:3]1[C:7]([CH3:8])=[CH:6][N:5]([CH3:9])[N:4]=1.[CH2:10]([NH2:12])[CH3:11], predict the reaction product. The product is: [CH3:9][N:5]1[CH:6]=[C:7]([CH3:8])[C:3]([CH2:2][NH:12][CH2:10][CH3:11])=[N:4]1. (9) Given the reactants Cl[C:2]1[C:7]([N+:8]([O-:10])=[O:9])=[CH:6][CH:5]=[CH:4][N:3]=1.[C:11]([C:15]1[CH:20]=[CH:19][CH:18]=[CH:17][C:16]=1[OH:21])([CH3:14])([CH3:13])[CH3:12].C(=O)([O-])[O-].[Cs+].[Cs+], predict the reaction product. The product is: [C:11]([C:15]1[CH:20]=[CH:19][CH:18]=[CH:17][C:16]=1[O:21][C:2]1[C:7]([N+:8]([O-:10])=[O:9])=[CH:6][CH:5]=[CH:4][N:3]=1)([CH3:14])([CH3:12])[CH3:13].